From a dataset of Full USPTO retrosynthesis dataset with 1.9M reactions from patents (1976-2016). Predict the reactants needed to synthesize the given product. (1) Given the product [Br:1][CH:29]([C:27]1[N:28]2[C@H:21]([C:18]3[CH:19]=[CH:20][C:15]([Cl:14])=[CH:16][CH:17]=3)[C@@:22]([C:37]3[CH:38]=[CH:39][C:40]([Cl:43])=[CH:41][CH:42]=3)([CH3:36])[N:23]=[C:24]2[S:25][C:26]=1[C:31]([O:33][CH2:34][CH3:35])=[O:32])[CH3:30], predict the reactants needed to synthesize it. The reactants are: [Br:1]N1C(=O)CCC1=O.C(Cl)(Cl)(Cl)Cl.[Cl:14][C:15]1[CH:20]=[CH:19][C:18]([C@H:21]2[N:28]3[C:24]([S:25][C:26]([C:31]([O:33][CH2:34][CH3:35])=[O:32])=[C:27]3[CH2:29][CH3:30])=[N:23][C@:22]2([C:37]2[CH:42]=[CH:41][C:40]([Cl:43])=[CH:39][CH:38]=2)[CH3:36])=[CH:17][CH:16]=1. (2) Given the product [ClH:1].[CH3:23][C:6]1[C:7]2[O:13][CH2:12][CH:11]3[CH2:14][NH:15][CH2:16][CH2:17][N:10]3[C:9](=[O:18])[C:8]=2[CH:19]=[CH:4][CH:5]=1, predict the reactants needed to synthesize it. The reactants are: [ClH:1].CO[C:4]1[CH:5]=[CH:6][C:7]2[O:13][CH2:12][CH:11]3[CH2:14][NH:15][CH2:16][CH2:17][N:10]3[C:9](=[O:18])[C:8]=2[CH:19]=1.Cl.Cl.O1CCN(C2C=CC3C(=O)N4CCNCC4COC=3N=2)C[CH2:23]1.CC1C(F)=C(C=CC=1)C(O)=O.OCC1NCCN(C(OC(C)(C)C)=O)C1. (3) Given the product [C:1](=[O:15])([O:5][C:6]1[CH:11]=[CH:10][C:9]([N+:12]([O-:14])=[O:13])=[CH:8][CH:7]=1)[O:2][CH2:3][I:16], predict the reactants needed to synthesize it. The reactants are: [C:1](=[O:15])([O:5][C:6]1[CH:11]=[CH:10][C:9]([N+:12]([O-:14])=[O:13])=[CH:8][CH:7]=1)[O:2][CH2:3]Cl.[I-:16].[Na+].C(=O)(O)[O-].[Na+].